This data is from Catalyst prediction with 721,799 reactions and 888 catalyst types from USPTO. The task is: Predict which catalyst facilitates the given reaction. (1) Reactant: [CH2:1]([O:3][C:4]([C:6]1[C:7](=[O:27])[N:8](CC2C=CC(OC)=CC=2)[C:9]2[C:14]([C:15]=1[Cl:16])=[CH:13][C:12]([F:17])=[CH:11][N:10]=2)=[O:5])[CH3:2]. Product: [CH2:1]([O:3][C:4]([C:6]1[C:7](=[O:27])[NH:8][C:9]2[C:14]([C:15]=1[Cl:16])=[CH:13][C:12]([F:17])=[CH:11][N:10]=2)=[O:5])[CH3:2]. The catalyst class is: 67. (2) Reactant: [C:1]([NH:4][C:5]1[C:14]([NH2:15])=[CH:13][C:8]([C:9]([O:11]C)=[O:10])=[C:7]([OH:16])[C:6]=1[Br:17])(=[O:3])[CH3:2].Cl. Product: [C:1]([NH:4][C:5]1[C:14]([NH2:15])=[CH:13][C:8]([C:9]([OH:11])=[O:10])=[C:7]([OH:16])[C:6]=1[Br:17])(=[O:3])[CH3:2]. The catalyst class is: 74.